Dataset: Full USPTO retrosynthesis dataset with 1.9M reactions from patents (1976-2016). Task: Predict the reactants needed to synthesize the given product. (1) The reactants are: Br.C[O:3][C:4]1[CH:9]=[CH:8][C:7]([C:10]2[CH:11]=[CH:12][C:13]3[C:17]([C:18]4[CH:19]=[N:20][CH:21]=[CH:22][CH:23]=4)=[CH:16][S:15][C:14]=3[CH:24]=2)=[CH:6][CH:5]=1.[OH-].[Na+].C(=O)(O)[O-].[Na+]. Given the product [N:20]1[CH:21]=[CH:22][CH:23]=[C:18]([C:17]2[C:13]3[CH:12]=[CH:11][C:10]([C:7]4[CH:8]=[CH:9][C:4]([OH:3])=[CH:5][CH:6]=4)=[CH:24][C:14]=3[S:15][CH:16]=2)[CH:19]=1, predict the reactants needed to synthesize it. (2) Given the product [CH:25]1([CH2:31][NH:32][C:6](=[O:8])[C:5]2[CH:9]=[CH:10][C:11]([O:12][CH3:13])=[C:3]([O:2][CH3:1])[CH:4]=2)[CH2:30][CH2:29][CH2:28][CH2:27][CH2:26]1, predict the reactants needed to synthesize it. The reactants are: [CH3:1][O:2][C:3]1[CH:4]=[C:5]([CH:9]=[CH:10][C:11]=1[O:12][CH3:13])[C:6]([OH:8])=O.CCN=C=NCCCN(C)C.[CH:25]1([CH2:31][NH2:32])[CH2:30][CH2:29][CH2:28][CH2:27][CH2:26]1.Cl. (3) Given the product [F:12][C:9]([F:10])([F:11])[C:7]1[CH:6]=[C:5]([C@H:13]([O:15][C@H:16]2[CH2:21][CH2:20][N:19]([C:22]([C@H:24]3[CH2:29][CH2:28][C@H:27]([C:30]([NH:44][O:43][CH2:41][CH3:42])=[O:31])[CH2:26][CH2:25]3)=[O:23])[CH2:18][C@H:17]2[C:33]2[CH:38]=[CH:37][CH:36]=[CH:35][CH:34]=2)[CH3:14])[CH:4]=[C:3]([C:2]([F:40])([F:1])[F:39])[CH:8]=1, predict the reactants needed to synthesize it. The reactants are: [F:1][C:2]([F:40])([F:39])[C:3]1[CH:4]=[C:5]([C@H:13]([O:15][C@H:16]2[CH2:21][CH2:20][N:19]([C:22]([C@H:24]3[CH2:29][CH2:28][C@H:27]([C:30](O)=[O:31])[CH2:26][CH2:25]3)=[O:23])[CH2:18][C@H:17]2[C:33]2[CH:38]=[CH:37][CH:36]=[CH:35][CH:34]=2)[CH3:14])[CH:6]=[C:7]([C:9]([F:12])([F:11])[F:10])[CH:8]=1.[CH2:41]([O:43][NH2:44])[CH3:42].